From a dataset of Forward reaction prediction with 1.9M reactions from USPTO patents (1976-2016). Predict the product of the given reaction. (1) Given the reactants [F:1][C:2]1[CH:22]=[CH:21][C:5]([O:6][C:7]2[N:16]=[CH:15][C:14]([C:17]([F:20])([F:19])[F:18])=[CH:13][C:8]=2[C:9](OC)=[O:10])=[CH:4][CH:3]=1.[OH-:23].[Li+].Cl.[O:26]1[CH2:30][CH2:29][CH2:28][CH2:27]1, predict the reaction product. The product is: [F:1][C:2]1[CH:3]=[CH:4][C:5]([O:6][C:7]2[C:8]([C:9]([NH:16][CH2:15][C:14]3[CH:13]=[CH:8][C:29]([C:30]([OH:26])=[O:23])=[CH:28][CH:27]=3)=[O:10])=[CH:13][C:14]([C:17]([F:20])([F:19])[F:18])=[CH:15][N:16]=2)=[CH:21][CH:22]=1. (2) Given the reactants [H-].[Al+3].[Li+].[H-].[H-].[H-].[CH3:7][O:8][C:9]1[CH:14]=[CH:13][C:12]([CH:15]([NH:24][C:25](=O)[C@@H:26]([CH3:39])[NH:27][CH2:28][C@H:29]([OH:38])[CH2:30][O:31][C:32]2[CH:37]=[CH:36][CH:35]=[CH:34][CH:33]=2)[C:16]2[CH:21]=[CH:20][C:19]([O:22][CH3:23])=[CH:18][CH:17]=2)=[CH:11][CH:10]=1, predict the reaction product. The product is: [O:31]([CH2:30][C@@H:29]([OH:38])[CH2:28][NH:27][C@H:26]([CH3:39])[CH2:25][NH:24][CH:15]([C:12]1[CH:13]=[CH:14][C:9]([O:8][CH3:7])=[CH:10][CH:11]=1)[C:16]1[CH:21]=[CH:20][C:19]([O:22][CH3:23])=[CH:18][CH:17]=1)[C:32]1[CH:33]=[CH:34][CH:35]=[CH:36][CH:37]=1. (3) Given the reactants [CH3:1][NH:2][CH2:3][C:4]1[CH:5]=[C:6]([C:22]2[CH:27]=[CH:26][CH:25]=[CH:24][CH:23]=2)[N:7]([S:9]([C:12]2[CH:21]=[CH:20][CH:19]=[CH:18][C:13]=2[C:14]([O:16][CH3:17])=[O:15])(=[O:11])=[O:10])[CH:8]=1.[C:36](O[C:36]([O:38][C:39]([CH3:42])([CH3:41])[CH3:40])=[O:37])([O:38][C:39]([CH3:42])([CH3:41])[CH3:40])=[O:37], predict the reaction product. The product is: [C:39]([O:38][C:36]([N:2]([CH2:3][C:4]1[CH:5]=[C:6]([C:22]2[CH:27]=[CH:26][CH:25]=[CH:24][CH:23]=2)[N:7]([S:9]([C:12]2[CH:21]=[CH:20][CH:19]=[CH:18][C:13]=2[C:14]([O:16][CH3:17])=[O:15])(=[O:10])=[O:11])[CH:8]=1)[CH3:1])=[O:37])([CH3:40])([CH3:41])[CH3:42]. (4) Given the reactants N#N.[N+:3]([C:6]1[CH:7]=[N:8][N:9]([CH2:11][C:12]2[O:16][N:15]=[C:14]([CH:17]=[O:18])[CH:13]=2)[CH:10]=1)([O-:5])=[O:4].[CH3:19][Al](C)C.[NH4+].[Cl-].Cl, predict the reaction product. The product is: [N+:3]([C:6]1[CH:7]=[N:8][N:9]([CH2:11][C:12]2[O:16][N:15]=[C:14]([CH:17]([OH:18])[CH3:19])[CH:13]=2)[CH:10]=1)([O-:5])=[O:4]. (5) Given the reactants [OH:1][C@@H:2]([C@@H:6]([CH2:10][CH2:11][CH2:12][C:13]1[CH:18]=[CH:17][C:16]([O:19][C:20]([F:23])([F:22])[F:21])=[CH:15][CH:14]=1)[C:7]([OH:9])=[O:8])[C:3]([OH:5])=[O:4].CO[C:26](OC)([CH3:28])[CH3:27], predict the reaction product. The product is: [CH3:27][C:26]1([CH3:28])[O:1][C@@H:2]([C@@H:6]([CH2:10][CH2:11][CH2:12][C:13]2[CH:14]=[CH:15][C:16]([O:19][C:20]([F:21])([F:22])[F:23])=[CH:17][CH:18]=2)[C:7]([OH:9])=[O:8])[C:3](=[O:5])[O:4]1. (6) Given the reactants [Br:1][C:2]1[CH:22]=[CH:21][C:5]2[N:6]([C:17]([CH3:20])([CH3:19])[CH3:18])[C:7]([C:9]3[CH:16]=[CH:15][CH:14]=[CH:13][C:10]=3[C:11]#[N:12])=[N:8][C:4]=2[CH:3]=1.[NH2:23][OH:24], predict the reaction product. The product is: [Br:1][C:2]1[CH:22]=[CH:21][C:5]2[N:6]([C:17]([CH3:18])([CH3:19])[CH3:20])[C:7]([C:9]3[CH:16]=[CH:15][CH:14]=[CH:13][C:10]=3[C:11]([NH:23][OH:24])=[NH:12])=[N:8][C:4]=2[CH:3]=1. (7) Given the reactants Br[C:2]1[CH:7]=[CH:6][C:5]([C@H:8]([NH:14][C:15]([O:17][C:18]([CH3:21])([CH3:20])[CH3:19])=[O:16])[CH2:9][C:10]([O:12][CH3:13])=[O:11])=[CH:4][CH:3]=1.[CH3:22][C:23]1([CH3:39])[C:27]([CH3:29])([CH3:28])[O:26][B:25]([B:25]2[O:26][C:27]([CH3:29])([CH3:28])[C:23]([CH3:39])([CH3:22])[O:24]2)[O:24]1.CC([O-])=O.[K+].ClCCl, predict the reaction product. The product is: [C:18]([O:17][C:15]([NH:14][C@@H:8]([C:5]1[CH:6]=[CH:7][C:2]([B:25]2[O:26][C:27]([CH3:29])([CH3:28])[C:23]([CH3:39])([CH3:22])[O:24]2)=[CH:3][CH:4]=1)[CH2:9][C:10]([O:12][CH3:13])=[O:11])=[O:16])([CH3:21])([CH3:20])[CH3:19].